This data is from Full USPTO retrosynthesis dataset with 1.9M reactions from patents (1976-2016). The task is: Predict the reactants needed to synthesize the given product. (1) Given the product [N:1]1[C:10]2[C:5](=[CH:6][CH:7]=[CH:8][CH:9]=2)[CH:4]=[C:3]([CH:11]2[CH2:16][CH2:15][CH:14]([CH:17]([NH2:37])[CH2:21][CH3:22])[CH2:13][CH2:12]2)[CH:2]=1, predict the reactants needed to synthesize it. The reactants are: [N:1]1[C:10]2[C:5](=[CH:6][CH:7]=[CH:8][CH:9]=2)[CH:4]=[C:3]([CH:11]2[CH2:16][CH2:15][CH:14]([CH:17]([CH2:21][CH3:22])C(O)=O)[CH2:13][CH2:12]2)[CH:2]=1.C1(P([N:37]=[N+]=[N-])(C2C=CC=CC=2)=O)C=CC=CC=1.C(N(CC)CC)C.[Li+].[OH-].[N-]=C=O.Cl. (2) Given the product [CH2:1]([C:3]1[C:7]2[CH:8]=[CH:9][C:10]([C:12](=[O:14])[CH2:31][C:30]([O:29][CH2:27][CH3:28])=[O:35])=[CH:11][C:6]=2[O:5][N:4]=1)[CH3:2], predict the reactants needed to synthesize it. The reactants are: [CH2:1]([C:3]1[C:7]2[CH:8]=[CH:9][C:10]([C:12]([OH:14])=O)=[CH:11][C:6]=2[O:5][N:4]=1)[CH3:2].C1N=CN(C(N2C=NC=C2)=O)C=1.[CH2:27]([O:29][C:30](=[O:35])[CH2:31]C([O-])=O)[CH3:28].[K+].C(N(CC)CC)C.[Mg+2].[Cl-].[Cl-]. (3) Given the product [Cl:1][C:2]1[CH:7]=[C:6]([CH2:8][O:9][CH3:16])[CH:5]=[C:4]([C:10]([F:11])([F:12])[F:13])[N:3]=1, predict the reactants needed to synthesize it. The reactants are: [Cl:1][C:2]1[CH:7]=[C:6]([CH2:8][OH:9])[CH:5]=[C:4]([C:10]([F:13])([F:12])[F:11])[N:3]=1.CI.[CH3:16]N(C)C=O.C(=O)([O-])[O-].[K+].[K+]. (4) Given the product [CH3:28][N:2]([CH3:1])[C:3]([C:5]1[N:22]([CH:23]2[CH2:27][CH2:26][CH2:25][CH2:24]2)[C:8]2[N:9]=[C:10]([NH:13][C:14]3[CH:19]=[CH:18][C:17]([CH2:20][N:35]4[CH2:36][CH2:37][N:32]([CH2:31][CH2:30][OH:29])[CH2:33][CH2:34]4)=[CH:16][N:15]=3)[N:11]=[CH:12][C:7]=2[CH:6]=1)=[O:4], predict the reactants needed to synthesize it. The reactants are: [CH3:1][N:2]([CH3:28])[C:3]([C:5]1[N:22]([CH:23]2[CH2:27][CH2:26][CH2:25][CH2:24]2)[C:8]2[N:9]=[C:10]([NH:13][C:14]3[CH:19]=[CH:18][C:17]([CH:20]=O)=[CH:16][N:15]=3)[N:11]=[CH:12][C:7]=2[CH:6]=1)=[O:4].[OH:29][CH2:30][CH2:31][N:32]1[CH2:37][CH2:36][NH:35][CH2:34][CH2:33]1. (5) Given the product [C:16]([OH:18])(=[O:17])[CH2:15][OH:14].[C:5]([OH:9])(=[O:8])[CH2:6][CH3:7], predict the reactants needed to synthesize it. The reactants are: [C]=O.C=O.[C:5]([OH:9])(=[O:8])[CH2:6][CH3:7].C([O:14][CH2:15][C:16]([OH:18])=[O:17])(=O)CC. (6) Given the product [CH3:8][N:6]1[CH:7]=[C:2]([CH:10]=[CH2:11])[CH:3]=[CH:4][C:5]1=[O:9], predict the reactants needed to synthesize it. The reactants are: Br[C:2]1[CH:3]=[CH:4][C:5](=[O:9])[N:6]([CH3:8])[CH:7]=1.[CH2:10](C([Sn])=C(CCCC)CCCC)[CH2:11]CC. (7) Given the product [Br:1][C:2]1[CH:3]=[C:4]2[C@@:15]3([CH2:20][CH2:19][O:18][C:17](/[N:21]=[CH:31]/[N:32]([CH3:34])[CH3:33])=[N:16]3)[C:14]3[C:9](=[CH:10][CH:11]=[C:12]([C:22]4[C:23]([F:28])=[N:24][CH:25]=[CH:26][CH:27]=4)[CH:13]=3)[O:8][C:5]2=[N:6][CH:7]=1, predict the reactants needed to synthesize it. The reactants are: [Br:1][C:2]1[CH:3]=[C:4]2[C@@:15]3([CH2:20][CH2:19][O:18][C:17]([NH2:21])=[N:16]3)[C:14]3[C:9](=[CH:10][CH:11]=[C:12]([C:22]4[C:23]([F:28])=[N:24][CH:25]=[CH:26][CH:27]=4)[CH:13]=3)[O:8][C:5]2=[N:6][CH:7]=1.CO[CH:31](OC)[N:32]([CH3:34])[CH3:33].